This data is from HIV replication inhibition screening data with 41,000+ compounds from the AIDS Antiviral Screen. The task is: Binary Classification. Given a drug SMILES string, predict its activity (active/inactive) in a high-throughput screening assay against a specified biological target. (1) The compound is CC(C)c1cc(C(C)C)c(B(c2ccccc2)c2ccccc2)c(C(C)C)c1B(c1ccccc1)c1ccccc1. The result is 0 (inactive). (2) The drug is [N-]=[N+]=NCc1cccc(Nc2cc(O)nc(O)n2)c1. The result is 1 (active). (3) The drug is CCCCCCCCCCCCCCCCP(=O)(O)OP(=O)(O)OCC1OC(n2ccc(=N)[nH]c2=O)C(O)C1O.[NaH]. The result is 0 (inactive). (4) The drug is COc1ccc(OCC(=O)O)c2c1CCC(C(C)C)C2=O. The result is 0 (inactive). (5) The drug is O=C1C(=Cc2cccc(Oc3ccccc3)c2)SC(c2ccccc2)N1c1ccccc1. The result is 0 (inactive).